This data is from Reaction yield outcomes from USPTO patents with 853,638 reactions. The task is: Predict the reaction yield, written as a fraction of the theoretical maximum amount of product (1.0 means a 100% yield; for example, 0.34 means a 34% yield). (1) The reactants are [Cl:1][C:2]1[CH:7]=[CH:6][C:5]([N:8]([C:12]2[CH:17]=[CH:16][CH:15]=[CH:14][C:13]=2[C:18]([F:21])([F:20])[F:19])[C:9](=[O:11])[NH2:10])=[CH:4][C:3]=1C(O)=O.[NH2:25][C:26]1[CH:27]=[N:28][CH:29]=[CH:30][CH:31]=1.C(Cl)Cl.CS(C)=O.[CH2:39]1[CH2:43][O:42][CH2:41][CH2:40]1. The catalyst is ClCCCl. The product is [Cl:1][C:2]1([C:9](=[O:11])[NH:8][C:5]2[CH:6]=[CH:41][CH:40]=[C:39]([C:43](=[O:42])[NH:25][C:26]3[CH:27]=[N:28][CH:29]=[CH:30][CH:31]=3)[CH:4]=2)[CH:7]=[CH:6][C:5]([N:8]([C:12]2[CH:17]=[CH:16][CH:15]=[CH:14][C:13]=2[C:18]([F:20])([F:21])[F:19])[C:9](=[O:11])[NH2:10])=[CH:4][CH2:3]1. The yield is 0.590. (2) The reactants are [CH2:1]([O:3][C:4](=[O:16])[C:5](=O)/[CH:6]=[C:7](\O)/[C:8]1[CH:13]=[CH:12][CH:11]=[CH:10][CH:9]=1)[CH3:2].[C:17]1([NH:23][NH2:24])[CH:22]=[CH:21][CH:20]=[CH:19][CH:18]=1.OS(O)(=O)=O. The catalyst is CCO. The product is [C:17]1([N:23]2[C:5]([C:4]([O:3][CH2:1][CH3:2])=[O:16])=[CH:6][C:7]([C:8]3[CH:13]=[CH:12][CH:11]=[CH:10][CH:9]=3)=[N:24]2)[CH:22]=[CH:21][CH:20]=[CH:19][CH:18]=1. The yield is 0.0600. (3) The reactants are [C:1]([O:4][C@@H:5]1[C@@H:10]([O:11][CH2:12][C:13]2[CH:18]=[CH:17][CH:16]=[CH:15][CH:14]=2)[C@@H:9]([O:19][CH2:20][C:21]2[CH:26]=[CH:25][CH:24]=[CH:23][CH:22]=2)[C@@H:8]([CH2:27][O:28][CH2:29][C:30]2[CH:35]=[CH:34][CH:33]=[CH:32][CH:31]=2)[O:7][C@H:6]1[O:36][C@@H:37]1[C@@H:66]([CH2:67][O:68][CH2:69][C:70]2[CH:75]=[CH:74][CH:73]=[CH:72][CH:71]=2)[O:65][C@H:40]([O:41][CH2:42][CH2:43][CH2:44][CH2:45][CH2:46][N:47]([CH2:58][C:59]2[CH:64]=[CH:63][CH:62]=[CH:61][CH:60]=2)[C:48]([O:50][CH2:51][C:52]2[CH:57]=[CH:56][CH:55]=[CH:54][CH:53]=2)=[O:49])[C@H:39]([N:76]=[N+:77]=[N-:78])[C@H:38]1[OH:79])(=[O:3])[CH3:2].[CH3:80][O:81][C@@H:82]1[C@@H:91]([O:92][CH2:93][C:94]2[CH:99]=[CH:98][CH:97]=[CH:96][CH:95]=2)[C@@H:90]([OH:100])[C@@H:89]([CH3:101])[O:88][C@@H:83]1OCC=C.[Si](OS(C(F)(F)F)(=O)=O)(C)(C)C. The catalyst is C1(C)C=CC=CC=1. The product is [C:1]([O:4][C@@H:5]1[C@@H:10]([O:11][CH2:12][C:13]2[CH:18]=[CH:17][CH:16]=[CH:15][CH:14]=2)[C@@H:9]([O:19][CH2:20][C:21]2[CH:22]=[CH:23][CH:24]=[CH:25][CH:26]=2)[C@@H:8]([CH2:27][O:28][CH2:29][C:30]2[CH:35]=[CH:34][CH:33]=[CH:32][CH:31]=2)[O:7][C@H:6]1[O:36][C@@H:37]1[C@@H:66]([CH2:67][O:68][CH2:69][C:70]2[CH:71]=[CH:72][CH:73]=[CH:74][CH:75]=2)[O:65][C@H:40]([O:41][CH2:42][CH2:43][CH2:44][CH2:45][CH2:46][N:47]([CH2:58][C:59]2[CH:64]=[CH:63][CH:62]=[CH:61][CH:60]=2)[C:48]([O:50][CH2:51][C:52]2[CH:57]=[CH:56][CH:55]=[CH:54][CH:53]=2)=[O:49])[C@H:39]([N:76]=[N+:77]=[N-:78])[C@H:38]1[O:79][C@H:83]1[O:88][C@H:89]([CH2:101][O:11][CH2:12][C:13]2[CH:18]=[CH:17][CH:16]=[CH:15][CH:14]=2)[C@H:90]([O:100][CH2:20][C:21]2[CH:22]=[CH:23][CH:24]=[CH:25][CH:26]=2)[C@H:91]([O:92][CH2:93][C:94]2[CH:95]=[CH:96][CH:97]=[CH:98][CH:99]=2)[C@H:82]1[O:81][CH2:80][C:30]1[CH:31]=[CH:32][CH:33]=[CH:34][CH:35]=1)(=[O:3])[CH3:2]. The yield is 0.860. (4) The reactants are [CH3:1][O:2][C:3](=[O:22])/[C:4](/[C:12]1[CH:17]=[CH:16][C:15]([S:18]([CH3:21])(=[O:20])=[O:19])=[CH:14][CH:13]=1)=[CH:5]/[CH:6]1[CH2:11][CH2:10][CH2:9][CH2:8][CH2:7]1.[BH4-].[Na+]. The catalyst is CO.O.O.O.O.O.O.[Ni](Cl)Cl. The product is [CH3:1][O:2][C:3](=[O:22])[CH:4]([C:12]1[CH:13]=[CH:14][C:15]([S:18]([CH3:21])(=[O:19])=[O:20])=[CH:16][CH:17]=1)[CH2:5][CH:6]1[CH2:7][CH2:8][CH2:9][CH2:10][CH2:11]1. The yield is 0.970.